From a dataset of Peptide-MHC class I binding affinity with 185,985 pairs from IEDB/IMGT. Regression. Given a peptide amino acid sequence and an MHC pseudo amino acid sequence, predict their binding affinity value. This is MHC class I binding data. (1) The peptide sequence is ELFDKDTFFK. The MHC is HLA-A68:01 with pseudo-sequence HLA-A68:01. The binding affinity (normalized) is 0.882. (2) The peptide sequence is FARERRLAL. The MHC is HLA-A03:01 with pseudo-sequence HLA-A03:01. The binding affinity (normalized) is 0.213. (3) The peptide sequence is FQEQNGQFI. The MHC is H-2-Kb with pseudo-sequence H-2-Kb. The binding affinity (normalized) is 0.0352. (4) The peptide sequence is KTIECSKEL. The MHC is HLA-A26:01 with pseudo-sequence HLA-A26:01. The binding affinity (normalized) is 0.0847. (5) The MHC is HLA-B51:01 with pseudo-sequence HLA-B51:01. The peptide sequence is YHDPETAAA. The binding affinity (normalized) is 0.213. (6) The peptide sequence is LMTLDDLAI. The MHC is HLA-A02:03 with pseudo-sequence HLA-A02:03. The binding affinity (normalized) is 0.600. (7) The peptide sequence is DYRFRFRSV. The MHC is HLA-B08:01 with pseudo-sequence HLA-B08:01. The binding affinity (normalized) is 0.397. (8) The peptide sequence is YVHLPLSPRTL. The MHC is Mamu-A02 with pseudo-sequence Mamu-A02. The binding affinity (normalized) is 0.357. (9) The peptide sequence is SEIDLILGY. The MHC is HLA-B27:05 with pseudo-sequence HLA-B27:05. The binding affinity (normalized) is 0. (10) The peptide sequence is QIYPGIKVR. The MHC is HLA-B53:01 with pseudo-sequence HLA-B53:01. The binding affinity (normalized) is 0.